From a dataset of Catalyst prediction with 721,799 reactions and 888 catalyst types from USPTO. Predict which catalyst facilitates the given reaction. (1) Reactant: C([O:8][CH2:9][C:10]([NH:12][C:13]1[CH:18]=[CH:17][C:16]([O:19][C:20](=[O:30])[CH2:21][O:22]CC2C=CC=CC=2)=[CH:15][CH:14]=1)=[O:11])C1C=CC=CC=1. Product: [OH:8][CH2:9][C:10]([NH:12][C:13]1[CH:14]=[CH:15][C:16]([O:19][C:20](=[O:30])[CH2:21][OH:22])=[CH:17][CH:18]=1)=[O:11]. The catalyst class is: 19. (2) Reactant: [OH:1][C:2]([CH3:23])([CH3:22])[CH:3]([C:8]1[CH:13]=[CH:12][C:11]([CH2:14][CH2:15][N:16]2[CH2:21][CH2:20][O:19][CH2:18][CH2:17]2)=[CH:10][CH:9]=1)[S:4]([NH2:7])(=[O:6])=[O:5].[C:24](OC)(OC)(OC)[O:25][CH3:26]. Product: [CH3:24][O:25][C:26]1[O:1][C:2]([CH3:23])([CH3:22])[CH:3]([C:8]2[CH:13]=[CH:12][C:11]([CH2:14][CH2:15][N:16]3[CH2:21][CH2:20][O:19][CH2:18][CH2:17]3)=[CH:10][CH:9]=2)[S:4](=[O:5])(=[O:6])[N:7]=1. The catalyst class is: 15. (3) Reactant: [N+](C1C=CC(COC([NH:12][CH2:13][CH2:14][CH2:15][O:16][C:17]2[CH:34]=[CH:33][C:20]3[CH2:21][CH:22]([CH2:28][C:29]([O:31][CH3:32])=[O:30])[C:23](=[O:27])[N:24]([CH3:26])[CH2:25][C:19]=3[CH:18]=2)=O)=CC=1)([O-])=O.[H][H]. Product: [NH2:12][CH2:13][CH2:14][CH2:15][O:16][C:17]1[CH:34]=[CH:33][C:20]2[CH2:21][CH:22]([CH2:28][C:29]([O:31][CH3:32])=[O:30])[C:23](=[O:27])[N:24]([CH3:26])[CH2:25][C:19]=2[CH:18]=1. The catalyst class is: 256. (4) Reactant: [CH2:1]([O:3][C:4](=[O:20])[C:5]1[C:17]([F:18])=[C:16]([NH2:19])[CH:15]=[C:7]([C:8]([N:10]([CH3:14])[CH2:11][CH2:12][CH3:13])=[O:9])[CH:6]=1)[CH3:2].N1C=CC=CC=1.[CH3:27][S:28](Cl)(=[O:30])=[O:29]. Product: [CH2:1]([O:3][C:4](=[O:20])[C:5]1[C:17]([F:18])=[C:16]([NH:19][S:28]([CH3:27])(=[O:30])=[O:29])[CH:15]=[C:7]([C:8]([N:10]([CH3:14])[CH2:11][CH2:12][CH3:13])=[O:9])[CH:6]=1)[CH3:2]. The catalyst class is: 4. (5) Reactant: COC1C=CC(C[NH:8][C:9]2[C:18]3[C:13](=[CH:14][CH:15]=[CH:16][CH:17]=3)[CH:12]=[CH:11][N:10]=2)=CC=1.COC1C=CC(CNC2C3C(=CC=C(N(C)C)C=3)C=C(C3C=CC=C(OC)C=3)N=2)=CC=1.FC(F)(F)C(O)=O.C([O-])(O)=O.[Na+]. Product: [NH2:8][C:9]1[C:18]2[C:13](=[CH:14][CH:15]=[CH:16][CH:17]=2)[CH:12]=[CH:11][N:10]=1. The catalyst class is: 2.